Dataset: Full USPTO retrosynthesis dataset with 1.9M reactions from patents (1976-2016). Task: Predict the reactants needed to synthesize the given product. (1) Given the product [CH3:47][S:48]([NH:51][C:2]1[CH:7]=[CH:6][N:5]=[C:4]([C:8]2([NH:11][C:12]([C:14]3([NH:17][C:18]([C:20]4[N:24]5[C@@:25]([CH2:38][C:39]6[CH:44]=[CH:43][C:42]([C:45]#[N:46])=[CH:41][CH:40]=6)([CH3:37])[C:26](=[O:36])[N:27]([C:28]6[CH:33]=[C:32]([Cl:34])[CH:31]=[C:30]([Cl:35])[CH:29]=6)[C:23]5=[N:22][CH:21]=4)=[O:19])[CH2:16][CH2:15]3)=[O:13])[CH2:10][CH2:9]2)[CH:3]=1)(=[O:50])=[O:49], predict the reactants needed to synthesize it. The reactants are: I[C:2]1[CH:7]=[CH:6][N:5]=[C:4]([C:8]2([NH:11][C:12]([C:14]3([NH:17][C:18]([C:20]4[N:24]5[C@@:25]([CH2:38][C:39]6[CH:44]=[CH:43][C:42]([C:45]#[N:46])=[CH:41][CH:40]=6)([CH3:37])[C:26](=[O:36])[N:27]([C:28]6[CH:33]=[C:32]([Cl:34])[CH:31]=[C:30]([Cl:35])[CH:29]=6)[C:23]5=[N:22][CH:21]=4)=[O:19])[CH2:16][CH2:15]3)=[O:13])[CH2:10][CH2:9]2)[CH:3]=1.[CH3:47][S:48]([NH2:51])(=[O:50])=[O:49].N(CC(O)=O)C.P([O-])([O-])([O-])=O.[K+].[K+].[K+]. (2) Given the product [CH:1]1([C:5]([CH3:28])([C:16]([O:18][CH2:19][C:20]2[CH:25]=[CH:24][CH:23]=[CH:22][CH:21]=2)=[O:17])[C:6]([O:8][CH2:9][C:10]2[CH:11]=[CH:12][CH:13]=[CH:14][CH:15]=2)=[O:7])[CH2:4][CH2:3][CH2:2]1, predict the reactants needed to synthesize it. The reactants are: [CH:1]1([CH:5]([C:16]([O:18][CH2:19][C:20]2[CH:25]=[CH:24][CH:23]=[CH:22][CH:21]=2)=[O:17])[C:6]([O:8][CH2:9][C:10]2[CH:15]=[CH:14][CH:13]=[CH:12][CH:11]=2)=[O:7])[CH2:4][CH2:3][CH2:2]1.IC.[C:28](=O)([O-])[O-].[Cs+].[Cs+].O. (3) Given the product [OH:1][CH:2]([CH2:3][CH2:4][CH2:5][CH2:6][CH2:7][CH2:8][CH2:9][CH2:10][CH2:11][CH2:12][CH2:13][C:14]([O:16][CH2:17][CH2:18][CH2:19][CH2:20][CH2:21][CH3:22])=[O:15])[CH2:23][CH2:24][CH2:25][CH2:26][CH2:27][CH2:28][CH2:29][CH2:30][CH2:31][CH2:32][CH2:33][C:34]([O:36][CH2:37][CH2:38][CH2:39][CH2:40][CH2:41][CH3:42])=[O:35], predict the reactants needed to synthesize it. The reactants are: [O:1]=[C:2]([CH2:23][CH2:24][CH2:25][CH2:26][CH2:27][CH2:28][CH2:29][CH2:30][CH2:31][CH2:32][CH2:33][C:34]([O:36][CH2:37][CH2:38][CH2:39][CH2:40][CH2:41][CH3:42])=[O:35])[CH2:3][CH2:4][CH2:5][CH2:6][CH2:7][CH2:8][CH2:9][CH2:10][CH2:11][CH2:12][CH2:13][C:14]([O:16][CH2:17][CH2:18][CH2:19][CH2:20][CH2:21][CH3:22])=[O:15].[BH4-].[Na+]. (4) Given the product [CH:1]1([C:4]([NH:6][C:7]2[CH:8]=[C:9]3[C:14](=[CH:15][CH:16]=2)[N:13]=[CH:12][CH:11]=[C:10]3[S:17][C:18]2([C:22]([OH:24])=[O:23])[CH2:19][CH2:20][CH2:21]2)=[O:5])[CH2:3][CH2:2]1, predict the reactants needed to synthesize it. The reactants are: [CH:1]1([C:4]([NH:6][C:7]2[CH:8]=[C:9]3[C:14](=[CH:15][CH:16]=2)[N:13]=[CH:12][CH:11]=[C:10]3[S:17][C:18]2([C:22]([O:24]CC)=[O:23])[CH2:21][CH2:20][CH2:19]2)=[O:5])[CH2:3][CH2:2]1.O.[OH-].[Li+].Cl.ClCCl. (5) Given the product [Br:6][C:7]1[CH:8]=[C:9]([CH:13]=[C:14]([F:16])[CH:15]=1)[C:10]([O:12][CH2:17][CH3:18])=[O:11], predict the reactants needed to synthesize it. The reactants are: S(=O)(=O)(O)O.[Br:6][C:7]1[CH:8]=[C:9]([CH:13]=[C:14]([F:16])[CH:15]=1)[C:10]([OH:12])=[O:11].[CH2:17](O)[CH3:18]. (6) Given the product [F:28][C:20]1[C:21]([O:26][CH3:27])=[CH:22][C:23]([O:24][CH3:25])=[C:2]([F:1])[C:3]=1[CH2:4][O:5][C:6]1[CH:11]=[N:10][C:9]([NH:12][C:13]2[NH:17][N:16]=[C:15]([CH2:18][N:29]3[CH2:34][CH2:33][O:32][CH2:31][CH2:30]3)[CH:14]=2)=[N:8][CH:7]=1, predict the reactants needed to synthesize it. The reactants are: [F:1][C:2]1[C:23]([O:24][CH3:25])=[CH:22][C:21]([O:26][CH3:27])=[C:20]([F:28])[C:3]=1[CH2:4][O:5][C:6]1[CH:7]=[N:8][C:9]([NH:12][C:13]2[NH:17][N:16]=[C:15]([CH:18]=O)[CH:14]=2)=[N:10][CH:11]=1.[NH:29]1[CH2:34][CH2:33][O:32][CH2:31][CH2:30]1.C(O[BH-](OC(=O)C)OC(=O)C)(=O)C.[Na+].C(=O)([O-])O.[Na+]. (7) Given the product [CH3:21][C:7]1[CH:6]=[C:5]([CH2:4][C:3]([OH:2])=[O:22])[CH:10]=[CH:9][C:8]=1[O:11][CH2:12][CH2:13][C@H:14]([O:16][C:30]1[CH:31]=[CH:32][C:33]([C:35]([F:36])([F:37])[F:38])=[CH:34][C:29]=1[C:24]1[N:23]=[CH:28][CH:27]=[CH:26][N:25]=1)[CH3:15], predict the reactants needed to synthesize it. The reactants are: C[O:2][C:3](=[O:22])[CH2:4][C:5]1[CH:10]=[CH:9][C:8]([O:11][CH2:12][CH2:13][CH:14]([O:16]S(C)(=O)=O)[CH3:15])=[C:7]([CH3:21])[CH:6]=1.[N:23]1[CH:28]=[CH:27][CH:26]=[N:25][C:24]=1[C:29]1[CH:34]=[C:33]([C:35]([F:38])([F:37])[F:36])[CH:32]=[CH:31][C:30]=1O. (8) Given the product [CH:24]1([C:23]2[N:22]([CH3:27])[N:21]=[CH:20][C:19]=2[C:17]2[N:30]=[N:29][C:4]3[CH2:3][C:2]([CH3:9])([CH3:1])[CH2:6][C:5]=3[CH:16]=2)[CH2:26][CH2:25]1, predict the reactants needed to synthesize it. The reactants are: [CH3:1][C:2]1([CH3:9])[CH2:6][C:5](=O)[C:4](=O)[CH2:3]1.COP([CH2:16][C:17]([C:19]1[CH:20]=[N:21][N:22]([CH3:27])[C:23]=1[CH:24]1[CH2:26][CH2:25]1)=O)(=O)OC.O.[NH2:29][NH2:30].